This data is from Reaction yield outcomes from USPTO patents with 853,638 reactions. The task is: Predict the reaction yield, written as a fraction of the theoretical maximum amount of product (1.0 means a 100% yield; for example, 0.34 means a 34% yield). (1) The reactants are [CH3:1][N:2]1[CH2:7][CH2:6][N:5]([NH:8][C:9]([C:11]2[S:15][C:14]([C:16]([O:18]C)=O)=[CH:13][CH:12]=2)=[O:10])[CH2:4][CH2:3]1.O.[NH2:21][NH2:22]. The catalyst is C(O)C. The product is [CH3:1][N:2]1[CH2:7][CH2:6][N:5]([NH:8][C:9]([C:11]2[S:15][C:14]([C:16]([NH:21][NH2:22])=[O:18])=[CH:13][CH:12]=2)=[O:10])[CH2:4][CH2:3]1. The yield is 0.650. (2) The reactants are [Cl:1][C:2]1[CH:21]=[CH:20][C:5]([O:6][C:7]2[CH:19]=[CH:18][C:10]([C:11]([N:13]([CH2:16][CH3:17])[CH2:14][CH3:15])=[O:12])=[CH:9][CH:8]=2)=[C:4]([N+:22]([O-])=O)[CH:3]=1.Cl[Sn]Cl. No catalyst specified. The product is [NH2:22][C:4]1[CH:3]=[C:2]([Cl:1])[CH:21]=[CH:20][C:5]=1[O:6][C:7]1[CH:19]=[CH:18][C:10]([C:11]([N:13]([CH2:16][CH3:17])[CH2:14][CH3:15])=[O:12])=[CH:9][CH:8]=1. The yield is 0.850. (3) The reactants are [CH3:1][C:2]1[CH:3]=[C:4]([OH:12])[C:5](=[CH:10][CH:11]=1)[C:6]([O:8][CH3:9])=[O:7].C[N:14](C)[C:15](Cl)=[S:16].[N:19]12CCN(CC1)C[CH2:20]2.O.[CH3:28][N:29](C=O)C. No catalyst specified. The product is [CH3:20][NH:19][N:14]([NH:29][CH3:28])[C:15]([O:12][C:4]1[CH:3]=[C:2]([CH3:1])[CH:11]=[CH:10][C:5]=1[C:6]([O:8][CH3:9])=[O:7])=[S:16]. The yield is 0.550. (4) The catalyst is ClCCl. The product is [NH2:32][C:27]1[CH:28]=[CH:29][CH:30]=[CH:31][C:26]=1[NH:25][C:23](=[O:24])[C:22]1[CH:21]=[CH:20][C:19]([C:16]2[C:15]([F:42])=[CH:14][C:13]([CH2:12][N:8]3[CH2:9][CH2:10][CH2:11]3)=[CH:18][N:17]=2)=[CH:41][CH:40]=1. The reactants are C(O)(C(F)(F)F)=O.[N:8]1([CH2:12][C:13]2[CH:14]=[C:15]([F:42])[C:16]([C:19]3[CH:41]=[CH:40][C:22]([C:23]([NH:25][C:26]4[CH:31]=[CH:30][CH:29]=[CH:28][C:27]=4[NH:32]C(=O)OC(C)(C)C)=[O:24])=[CH:21][CH:20]=3)=[N:17][CH:18]=2)[CH2:11][CH2:10][CH2:9]1. The yield is 0.890. (5) The reactants are C(=O)([O-])[O-].[K+].[K+].[N+:7]([CH3:10])([O-:9])=[O:8].[CH3:11][C:12]1[N:13]=[C:14]([CH:17]=[O:18])[S:15][CH:16]=1. The product is [CH3:11][C:12]1[N:13]=[C:14]([CH:17]([OH:18])[CH2:10][N+:7]([O-:9])=[O:8])[S:15][CH:16]=1. The catalyst is CCO. The yield is 0.860. (6) The reactants are [CH2:1]([N:8]([CH2:29][CH3:30])[C:9](=[O:28])[CH2:10][O:11][C:12]1[CH:17]=[CH:16][C:15]([CH2:18][C@H:19]([O:25][CH2:26][CH3:27])[C:20]([O:22]CC)=[O:21])=[CH:14][CH:13]=1)[C:2]1[CH:7]=[CH:6][CH:5]=[CH:4][CH:3]=1.[Li+].[OH-].Cl. The catalyst is C(#N)C. The product is [CH2:1]([N:8]([CH2:29][CH3:30])[C:9](=[O:28])[CH2:10][O:11][C:12]1[CH:17]=[CH:16][C:15]([CH2:18][C@H:19]([O:25][CH2:26][CH3:27])[C:20]([OH:22])=[O:21])=[CH:14][CH:13]=1)[C:2]1[CH:7]=[CH:6][CH:5]=[CH:4][CH:3]=1. The yield is 0.920. (7) The product is [Br:1][C:2]1[CH:6]=[N:5][N:4]([CH3:7])[C:3]=1[C:8]1[CH:9]=[C:10]([NH:16][C:24]([NH:23][C:21]2[CH:22]=[CH:17][CH:18]=[C:19]([C:26]([F:27])([F:28])[F:29])[CH:20]=2)=[O:25])[CH:11]=[CH:12][C:13]=1[O:14][CH3:15]. The yield is 0.650. The reactants are [Br:1][C:2]1[CH:6]=[N:5][N:4]([CH3:7])[C:3]=1[C:8]1[CH:9]=[C:10]([NH2:16])[CH:11]=[CH:12][C:13]=1[O:14][CH3:15].[CH:17]1[CH:22]=[C:21]([N:23]=[C:24]=[O:25])[CH:20]=[C:19]([C:26]([F:29])([F:28])[F:27])[CH:18]=1. The catalyst is C(Cl)Cl. (8) The reactants are [S:1]([C:21]1[CH:26]=C(C2C(Cl)=CC(C(F)(F)F)=CC=2Cl)C=C[C:22]=1C)[C:2]1[CH:7]=[C:6]([C:8]2[C:13]([Cl:14])=[CH:12][C:11]([C:15]([F:18])([F:17])[F:16])=[CH:10][C:9]=2[Cl:19])[CH:5]=[CH:4][C:3]=1[CH3:20].C(S([O-])=O)O.[Na+].C(I)(C)C.O. The catalyst is CN(C)C=O. The product is [CH:21]([S:1][C:2]1[CH:7]=[C:6]([C:8]2[C:9]([Cl:19])=[CH:10][C:11]([C:15]([F:18])([F:16])[F:17])=[CH:12][C:13]=2[Cl:14])[CH:5]=[CH:4][C:3]=1[CH3:20])([CH3:26])[CH3:22]. The yield is 0.380. (9) The reactants are O.[OH-].[Li+].C[O:5][C:6](=[O:42])[CH2:7][C:8]1[C:17]([CH3:18])=[C:16]([C:19]2[CH:24]=[CH:23][C:22]([S:25](=[O:40])(=[O:39])[N:26]([CH:36]([CH3:38])[CH3:37])[CH2:27][C:28]3[CH:33]=[CH:32][C:31]([O:34][CH3:35])=[CH:30][CH:29]=3)=[CH:21][CH:20]=2)[C:15]2[C:10](=[CH:11][CH:12]=[C:13]([Cl:41])[CH:14]=2)[CH:9]=1.C1COCC1.O. The catalyst is CCCCCC. The product is [Cl:41][C:13]1[CH:14]=[C:15]2[C:10](=[CH:11][CH:12]=1)[CH:9]=[C:8]([CH2:7][C:6]([OH:42])=[O:5])[C:17]([CH3:18])=[C:16]2[C:19]1[CH:20]=[CH:21][C:22]([S:25](=[O:39])(=[O:40])[N:26]([CH:36]([CH3:38])[CH3:37])[CH2:27][C:28]2[CH:29]=[CH:30][C:31]([O:34][CH3:35])=[CH:32][CH:33]=2)=[CH:23][CH:24]=1. The yield is 0.860. (10) The reactants are [Cl:1][C:2]1[N:11]=[C:10](Cl)[C:9]2[C:4](=[CH:5][CH:6]=[CH:7][CH:8]=2)[N:3]=1.[CH3:13][C:14]1[NH:18][N:17]=[C:16]([NH2:19])[CH:15]=1. The catalyst is C(O)C. The product is [Cl:1][C:2]1[N:11]=[C:10]([NH:19][C:16]2[CH:15]=[C:14]([CH3:13])[NH:18][N:17]=2)[C:9]2[C:4](=[CH:5][CH:6]=[CH:7][CH:8]=2)[N:3]=1. The yield is 0.930.